This data is from Forward reaction prediction with 1.9M reactions from USPTO patents (1976-2016). The task is: Predict the product of the given reaction. (1) Given the reactants [N+:1]([C:4]1[N:5]([CH2:9][C:10]([OH:12])=O)[CH:6]=[CH:7][N:8]=1)([O-:3])=[O:2].CN1CCOCC1.ClC(OCC(C)C)=O.Cl.[CH2:29]([NH2:32])[CH:30]=[CH2:31], predict the reaction product. The product is: [N+:1]([C:4]1[N:5]([CH2:9][C:10]([NH:32][CH2:29][CH:30]=[CH2:31])=[O:12])[CH:6]=[CH:7][N:8]=1)([O-:3])=[O:2]. (2) Given the reactants [Cl:1][C:2]1[N:3]=[N:4][C:5]([C:8]2[CH:13]=[CH:12][C:11]([C:14]#[N:15])=[CH:10][CH:9]=2)=[CH:6][CH:7]=1.[CH3:16][N:17]1[CH2:22][CH2:21][CH:20]([CH2:23][N:24]2[CH2:29][CH2:28][NH:27][CH2:26][CH2:25]2)[CH2:19][CH2:18]1, predict the reaction product. The product is: [ClH:1].[CH3:16][N:17]1[CH2:22][CH2:21][CH:20]([CH2:23][N:24]2[CH2:29][CH2:28][N:27]([C:2]3[N:3]=[N:4][C:5]([C:8]4[CH:13]=[CH:12][C:11]([C:14]#[N:15])=[CH:10][CH:9]=4)=[CH:6][CH:7]=3)[CH2:26][CH2:25]2)[CH2:19][CH2:18]1. (3) The product is: [Br:20][C:12]1[C:8]([C:5]2[CH:4]=[CH:3][C:2]([F:1])=[CH:7][CH:6]=2)=[N:9][NH:10][CH:11]=1. Given the reactants [F:1][C:2]1[CH:7]=[CH:6][C:5]([C:8]2[CH:12]=[CH:11][NH:10][N:9]=2)=[CH:4][CH:3]=1.C1C(=O)N([Br:20])C(=O)C1, predict the reaction product. (4) Given the reactants [O-]CC.[Na+].[O:5]1[C:9]2[CH:10]=[CH:11][CH:12]=[CH:13][C:8]=2[CH:7]=[C:6]1[CH2:14][O:15][C:16]1[CH:21]=[CH:20][C:19]([CH2:22][OH:23])=[CH:18][CH:17]=1.[N:24]([C:27]1[CH:36]=[C:35]2[C:30]([C:31]([CH3:38])=[CH:32][C:33](=[O:37])[O:34]2)=[CH:29][CH:28]=1)=[C:25]=[O:26], predict the reaction product. The product is: [CH3:38][C:31]1[C:30]2[C:35](=[CH:36][C:27]([NH:24][C:25](=[O:26])[O:23][CH2:22][C:19]3[CH:20]=[CH:21][C:16]([O:15][CH2:14][C:6]4[O:5][C:9]5[CH:10]=[CH:11][CH:12]=[CH:13][C:8]=5[CH:7]=4)=[CH:17][CH:18]=3)=[CH:28][CH:29]=2)[O:34][C:33](=[O:37])[CH:32]=1. (5) Given the reactants [O-]CC.[Na+].[C:5]([O:9][CH2:10][CH3:11])(=[O:8])[CH2:6][SH:7].[CH2:12]([O:14][CH:15]([O:18][CH2:19][CH3:20])[CH2:16]Br)[CH3:13].O, predict the reaction product. The product is: [CH2:12]([O:14][CH:15]([O:18][CH2:19][CH3:20])[CH2:16][S:7][CH2:6][C:5]([O:9][CH2:10][CH3:11])=[O:8])[CH3:13]. (6) Given the reactants [O:1]=[C:2]1[NH:17][C:5]2=[CH:6][C:7]3[CH:8]=[C:9]([C:13]([O:15]C)=[O:14])[NH:10][C:11]=3[CH:12]=[C:4]2[O:3]1, predict the reaction product. The product is: [O:1]=[C:2]1[NH:17][C:5]2=[CH:6][C:7]3[CH:8]=[C:9]([C:13]([OH:15])=[O:14])[NH:10][C:11]=3[CH:12]=[C:4]2[O:3]1. (7) Given the reactants [OH:1][C:2]1[CH:3]=[C:4]([CH2:8][C:9]([O-:11])=O)[CH:5]=[CH:6][CH:7]=1.CCN=C=NCCCN(C)C.Cl.[O:24]([CH2:31][CH2:32][NH2:33])[C:25]1[CH:30]=[CH:29][CH:28]=[CH:27][CH:26]=1.O, predict the reaction product. The product is: [O:24]([CH2:31][CH2:32][NH:33][C:9](=[O:11])[CH2:8][C:4]1[CH:5]=[CH:6][CH:7]=[C:2]([OH:1])[CH:3]=1)[C:25]1[CH:30]=[CH:29][CH:28]=[CH:27][CH:26]=1.